Dataset: Catalyst prediction with 721,799 reactions and 888 catalyst types from USPTO. Task: Predict which catalyst facilitates the given reaction. (1) Reactant: [CH3:1][C:2](=[CH2:23])[CH:3]([C:10]1[CH:15]=[CH:14][C:13]([O:16]C2CCCCO2)=[CH:12][CH:11]=1)[CH2:4][C:5]([O:7][CH2:8][CH3:9])=[O:6].CC1C=CC(S([O-])(=O)=O)=CC=1.C1C=C[NH+]=CC=1. Product: [OH:16][C:13]1[CH:12]=[CH:11][C:10]([CH:3]([C:2]([CH3:23])=[CH2:1])[CH2:4][C:5]([O:7][CH2:8][CH3:9])=[O:6])=[CH:15][CH:14]=1. The catalyst class is: 14. (2) Reactant: [CH2:1]([C:3]1[C:4]([NH:11][CH:12]([CH2:15][CH3:16])[CH2:13][CH3:14])=[N:5][C:6]([CH2:9][CH3:10])=[CH:7][N:8]=1)[CH3:2].C1C(=O)N([I:24])C(=O)C1. Product: [CH2:1]([C:3]1[C:4]([NH:11][CH:12]([CH2:15][CH3:16])[CH2:13][CH3:14])=[N:5][C:6]([CH2:9][CH3:10])=[C:7]([I:24])[N:8]=1)[CH3:2]. The catalyst class is: 3.